This data is from Catalyst prediction with 721,799 reactions and 888 catalyst types from USPTO. The task is: Predict which catalyst facilitates the given reaction. Reactant: [C:1]([O:5][C@@H:6]([C:12]1[C:13]([CH3:44])=[N:14][C:15]2[N:16]([N:30]=[C:31]([C:33](=[O:43])[NH:34][CH2:35][C:36]3[CH:41]=[CH:40][C:39]([F:42])=[CH:38][CH:37]=3)[CH:32]=2)[C:17]=1[C:18]1[C:19]([CH3:29])=[C:20]2[C:25](=[C:26]([F:28])[CH:27]=1)[O:24][CH2:23][CH2:22][CH2:21]2)[C:7]([O:9]CC)=[O:8])([CH3:4])([CH3:3])[CH3:2].[OH-].[Na+]. Product: [C:1]([O:5][C@@H:6]([C:12]1[C:13]([CH3:44])=[N:14][C:15]2[N:16]([N:30]=[C:31]([C:33](=[O:43])[NH:34][CH2:35][C:36]3[CH:37]=[CH:38][C:39]([F:42])=[CH:40][CH:41]=3)[CH:32]=2)[C:17]=1[C:18]1[C:19]([CH3:29])=[C:20]2[C:25](=[C:26]([F:28])[CH:27]=1)[O:24][CH2:23][CH2:22][CH2:21]2)[C:7]([OH:9])=[O:8])([CH3:4])([CH3:3])[CH3:2]. The catalyst class is: 5.